Dataset: Forward reaction prediction with 1.9M reactions from USPTO patents (1976-2016). Task: Predict the product of the given reaction. (1) Given the reactants [CH2:1]([O:3][C:4](=[O:14])[C:5]([C:7]1[CH:12]=[CH:11][CH:10]=[C:9]([Br:13])[CH:8]=1)=O)[CH3:2].[CH3:15][NH:16][CH3:17].C(O[BH-](OC(=O)C)OC(=O)C)(=O)C.[Na+].C(=O)(O)[O-].[Na+], predict the reaction product. The product is: [CH2:1]([O:3][C:4](=[O:14])[CH:5]([C:7]1[CH:12]=[CH:11][CH:10]=[C:9]([Br:13])[CH:8]=1)[N:16]([CH3:17])[CH3:15])[CH3:2]. (2) Given the reactants [Br:1][C:2]1[CH:3]=[C:4]([S:9](Cl)(=[O:11])=[O:10])[CH:5]=[N:6][C:7]=1Cl.[NH2:13][C:14]1[C:15]([O:21]C)=[N:16][C:17]([Cl:20])=[CH:18][CH:19]=1.[OH-].[Na+].[CH2:25]([OH:27])C, predict the reaction product. The product is: [Br:1][C:2]1[CH:3]=[C:4]([S:9]([NH:13][C:14]2[C:15]([OH:21])=[N:16][C:17]([Cl:20])=[CH:18][CH:19]=2)(=[O:11])=[O:10])[CH:5]=[N:6][C:7]=1[O:27][CH3:25]. (3) Given the reactants [H-].[Al+3].[Li+].[H-].[H-].[H-].[Cl:7][C:8]1[CH:9]=[C:10]2[C:14](=[CH:15][CH:16]=1)[N:13]([CH2:17][CH2:18][CH2:19][S:20]([CH2:23][CH3:24])(=[O:22])=[O:21])[C:12]([C:25](OCC)=[O:26])=[CH:11]2, predict the reaction product. The product is: [Cl:7][C:8]1[CH:9]=[C:10]2[C:14](=[CH:15][CH:16]=1)[N:13]([CH2:17][CH2:18][CH2:19][S:20]([CH2:23][CH3:24])(=[O:22])=[O:21])[C:12]([CH2:25][OH:26])=[CH:11]2.